From a dataset of Catalyst prediction with 721,799 reactions and 888 catalyst types from USPTO. Predict which catalyst facilitates the given reaction. Reactant: Cl.[CH3:2][N:3]1[CH2:8][CH2:7][N:6]([CH2:9][CH2:10][NH:11][C:12]([C:14]2[CH:42]=[CH:41][C:17]([C:18]([NH:20][C:21]3[CH:26]=[C:25]([C:27]4[CH:28]=[N:29][CH:30]=[CH:31][CH:32]=4)[CH:24]=[CH:23][C:22]=3[NH:33]C(=O)OC(C)(C)C)=[O:19])=[CH:16][CH:15]=2)=[O:13])[CH2:5][CH2:4]1. Product: [NH2:33][C:22]1[CH:23]=[CH:24][C:25]([C:27]2[CH:28]=[N:29][CH:30]=[CH:31][CH:32]=2)=[CH:26][C:21]=1[NH:20][C:18](=[O:19])[C:17]1[CH:41]=[CH:42][C:14]([C:12]([NH:11][CH2:10][CH2:9][N:6]2[CH2:7][CH2:8][N:3]([CH3:2])[CH2:4][CH2:5]2)=[O:13])=[CH:15][CH:16]=1. The catalyst class is: 169.